This data is from Catalyst prediction with 721,799 reactions and 888 catalyst types from USPTO. The task is: Predict which catalyst facilitates the given reaction. (1) Reactant: [O:1]=[C:2]1[C:10]2[C:5](=[CH:6][CH:7]=[CH:8][CH:9]=2)[C:4](=[O:11])N1C(OCC)=O.[NH2:17][C@@H:18]([C:22]1[CH:27]=[CH:26][CH:25]=[CH:24][CH:23]=1)[CH2:19][CH2:20][OH:21].C(=O)([O-])[O-].[Na+].[Na+].C1COCC1.O. Product: [OH:21][CH2:20][CH2:19][C@@H:18]([N:17]1[C:2](=[O:1])[C:10]2[C:5](=[CH:6][CH:7]=[CH:8][CH:9]=2)[C:4]1=[O:11])[C:22]1[CH:27]=[CH:26][CH:25]=[CH:24][CH:23]=1. The catalyst class is: 13. (2) Reactant: [F:1][C:2]1[CH:7]=[C:6]([F:8])[CH:5]=[CH:4][C:3]=1[C@@:9]1([CH2:13][N:14]2[CH:18]=[N:17][CH:16]=[N:15]2)[C@H:11]([CH3:12])[O:10]1.[N:19]1[CH:24]=[CH:23][CH:22]=[CH:21][C:20]=1[C:25]1[CH2:26][CH2:27][NH:28][CH2:29][CH:30]=1.O.O.O.Cl([O-])(=O)(=O)=O.[Li+]. Product: [F:1][C:2]1[CH:7]=[C:6]([F:8])[CH:5]=[CH:4][C:3]=1[C@:9]([OH:10])([C@H:11]([N:28]1[CH2:29][CH:30]=[C:25]([C:20]2[CH:21]=[CH:22][CH:23]=[CH:24][N:19]=2)[CH2:26][CH2:27]1)[CH3:12])[CH2:13][N:14]1[CH:18]=[N:17][CH:16]=[N:15]1. The catalyst class is: 10. (3) The catalyst class is: 2. Reactant: [Br:1][C:2]1[CH:3]=[C:4]([CH:9]([OH:22])[CH:10]([C:12]2[C:17]([O:18][CH3:19])=[CH:16][CH:15]=[C:14]([F:20])[C:13]=2[Cl:21])[CH3:11])[C:5]([F:8])=[N:6][CH:7]=1.[Cr](Cl)([O-])(=O)=O.[NH+]1C=CC=CC=1. Product: [Br:1][C:2]1[CH:3]=[C:4]([C:9](=[O:22])[CH:10]([C:12]2[C:17]([O:18][CH3:19])=[CH:16][CH:15]=[C:14]([F:20])[C:13]=2[Cl:21])[CH3:11])[C:5]([F:8])=[N:6][CH:7]=1. (4) Reactant: [NH2:1][CH2:2][CH2:3][CH2:4][Si:5](OCC)(OCC)OCC.[CH3:15][O:16][C:17]1[CH:33]=[CH:32][C:20]([C:21]([C:23]23[O:30][C:29](=[O:31])[CH:28]2[CH2:27][CH2:26][CH2:25][CH2:24]3)=[O:22])=[CH:19][CH:18]=1. Product: [SiH3:5][CH2:4][CH2:3][CH2:2][NH:1][C:29]([CH:28]1[CH2:27][CH2:26][CH2:25][CH2:24][C:23]1([OH:30])[C:21](=[O:22])[C:20]1[CH:19]=[CH:18][C:17]([O:16][CH3:15])=[CH:33][CH:32]=1)=[O:31]. The catalyst class is: 2. (5) Reactant: [H-].[Al+3].[Li+].[H-].[H-].[H-].[Cl-].[Al+3].[Cl-].[Cl-].[F:11][C:12]1[CH:13]=[C:14]([C:18]2[C:26]3[C:21](=[CH:22][C:23]([O:29][CH3:30])=[C:24]([C:27]#[N:28])[CH:25]=3)[NH:20][N:19]=2)[CH:15]=[CH:16][CH:17]=1.N. Product: [F:11][C:12]1[CH:13]=[C:14]([C:18]2[C:26]3[C:21](=[CH:22][C:23]([O:29][CH3:30])=[C:24]([CH2:27][NH2:28])[CH:25]=3)[NH:20][N:19]=2)[CH:15]=[CH:16][CH:17]=1. The catalyst class is: 7. (6) Reactant: [CH3:1][S:2]([C:5]1[CH:10]=[C:9]([C@@H:11]([NH:14]S(C(C)(C)C)=O)[CH2:12][CH3:13])[CH:8]=[CH:7][N:6]=1)(=[O:4])=[O:3].[ClH:21].O1CCOCC1. Product: [ClH:21].[CH3:1][S:2]([C:5]1[CH:10]=[C:9]([C@@H:11]([NH2:14])[CH2:12][CH3:13])[CH:8]=[CH:7][N:6]=1)(=[O:4])=[O:3]. The catalyst class is: 5. (7) Reactant: [C:1]([NH:4][C:5]([CH2:16][C:17]([C:19]1[CH:24]=[CH:23][C:22]([S:25][C:26]2[CH:31]=[CH:30][C:29]([C:32](=O)[CH2:33][O:34][C:35]([CH:37]3[CH2:39][CH2:38]3)=O)=[CH:28][CH:27]=2)=[CH:21][CH:20]=1)=[O:18])([C:11]([O:13][CH2:14][CH3:15])=[O:12])[C:6]([O:8][CH2:9][CH3:10])=[O:7])(=[O:3])[CH3:2].C([NH2:44])(=O)C.B(F)(F)F.CCOCC. Product: [C:1]([NH:4][C:5]([CH2:16][C:17]([C:19]1[CH:24]=[CH:23][C:22]([S:25][C:26]2[CH:31]=[CH:30][C:29]([C:32]3[N:44]=[C:35]([CH:37]4[CH2:39][CH2:38]4)[O:34][CH:33]=3)=[CH:28][CH:27]=2)=[CH:21][CH:20]=1)=[O:18])([C:6]([O:8][CH2:9][CH3:10])=[O:7])[C:11]([O:13][CH2:14][CH3:15])=[O:12])(=[O:3])[CH3:2]. The catalyst class is: 113. (8) Reactant: [Cl:1][C:2]1[CH:3]=[C:4]([CH:7]=[CH:8][CH:9]=1)[CH2:5]Br.[C:10]1([S:20]([C:23]2[C:31]3[C:26](=[CH:27][CH:28]=[C:29]([O:32][CH2:33][CH2:34][O:35][S:36]([C:39]4[CH:44]=[CH:43][C:42]([CH3:45])=[CH:41][CH:40]=4)(=[O:38])=[O:37])[CH:30]=3)[NH:25][N:24]=2)(=[O:22])=[O:21])[C:19]2[C:14](=[CH:15][CH:16]=[CH:17][CH:18]=2)[CH:13]=[CH:12][CH:11]=1.C(=O)([O-])[O-].[Cs+].[Cs+].O. Product: [Cl:1][C:2]1[CH:3]=[C:4]([CH:7]=[CH:8][CH:9]=1)[CH2:5][N:25]1[C:26]2[C:31](=[CH:30][C:29]([O:32][CH2:33][CH2:34][O:35][S:36]([C:39]3[CH:44]=[CH:43][C:42]([CH3:45])=[CH:41][CH:40]=3)(=[O:38])=[O:37])=[CH:28][CH:27]=2)[C:23]([S:20]([C:10]2[C:19]3[C:14](=[CH:15][CH:16]=[CH:17][CH:18]=3)[CH:13]=[CH:12][CH:11]=2)(=[O:21])=[O:22])=[N:24]1. The catalyst class is: 21. (9) Reactant: [C:1]1([C:11]2O[C:15](=O)[C:14]([C:18]#[N:19])=[C:13]([N:20]3[CH2:25][CH2:24][CH2:23][CH2:22][CH2:21]3)[CH:12]=2)[C:10]2[C:5](=[CH:6][CH:7]=[CH:8][CH:9]=2)[CH:4]=[CH:3][CH:2]=1.[H-].[Na+]. Product: [C:1]1([C:11]2[C:9]3[C:10]4[C:1](=[CH:2][CH:3]=[CH:4][CH:5]=4)[CH2:11][C:15]=3[C:14]([C:18]#[N:19])=[C:13]([N:20]3[CH2:25][CH2:24][CH2:23][CH2:22][CH2:21]3)[CH:12]=2)[C:10]2[C:5](=[CH:6][CH:7]=[CH:8][CH:9]=2)[CH:4]=[CH:3][CH:2]=1. The catalyst class is: 1.